Binary Classification. Given a miRNA mature sequence and a target amino acid sequence, predict their likelihood of interaction. From a dataset of Experimentally validated miRNA-target interactions with 360,000+ pairs, plus equal number of negative samples. (1) The miRNA is mmu-miR-652-3p with sequence AAUGGCGCCACUAGGGUUGUG. The protein sequence of the target gene is MSAKAISEQTGKELLYKYICTTSAIQNRFKYARVTPDTDWAHLLQDHPWLLSQSLVVKPDQLIKRRGKLGLVGVNLSLDGVKSWLKPRLGHEATVGKAKGFLKNFLIEPFVPHSQAEEFYVCIYATREGDYVLFHHEGGVDVGDVDAKAQKLLVGVDEKLNTEDIKRHLLVHAPEDKKEVLASFISGLFNFYEDLYFTYLEINPLVVTKDGVYILDLAAKVDATADYICKVKWGDIEFPPPFGREAYPEEAYIADLDAKSGASLKLTLLNPKGRIWTMVAGGGASVVYSDTICDLGGVNE.... Result: 0 (no interaction). (2) The miRNA is hsa-miR-192-5p with sequence CUGACCUAUGAAUUGACAGCC. The protein sequence of the target gene is MELEELGIREECGVFGCIASGEWPTQLDVPHVITLGLVGLQHRGQESAGIVTSDGSSVPTFKSHKGMGLVNHVFTEDNLKKLYVSNLGIGHTRYATTGKCELENCQPFVVETLHGKIAVAHNGELVNAARLRKKLLRHGIGLSTSSDSEMITQLLAYTPPQEQDDTPDWVARIKNLMKEAPTAYSLLIMHRDVIYAVRDPYGNRPLCIGRLIPVSDINDKEKKTSETEGWVVSSESCSFLSIGARYYREVLPGEIVEISRHNVQTLDIISRSEGNPVAFCIFEYVYFARPDSMFEDQMVY.... Result: 1 (interaction).